Dataset: Catalyst prediction with 721,799 reactions and 888 catalyst types from USPTO. Task: Predict which catalyst facilitates the given reaction. (1) Reactant: [Cl:1][C:2]1[CH:10]=[C:9]([O:11][C:12]2[C:17]([C:18]([N:20]3[C:29]4[C:24](=[CH:25][CH:26]=[CH:27][CH:28]=4)[N:23]([CH:30]4[CH2:32][CH2:31]4)[CH2:22][CH2:21]3)=[O:19])=[CH:16][CH:15]=[CH:14][N:13]=2)[C:8]([Cl:33])=[CH:7][C:3]=1[C:4]([OH:6])=O.CN(C(ON1N=NC2C=CC=NC1=2)=[N+](C)C)C.F[P-](F)(F)(F)(F)F.C(N(CC)CC)C.Cl.[CH3:66][O:67][C:68](=[O:71])[CH2:69][NH2:70].C([O-])(O)=O.[Na+]. Product: [CH3:66][O:67][C:68](=[O:71])[CH2:69][NH:70][C:4](=[O:6])[C:3]1[CH:7]=[C:8]([Cl:33])[C:9]([O:11][C:12]2[C:17]([C:18]([N:20]3[C:29]4[C:24](=[CH:25][CH:26]=[CH:27][CH:28]=4)[N:23]([CH:30]4[CH2:31][CH2:32]4)[CH2:22][CH2:21]3)=[O:19])=[CH:16][CH:15]=[CH:14][N:13]=2)=[CH:10][C:2]=1[Cl:1]. The catalyst class is: 4. (2) Reactant: [NH2:1][C@@H:2]1[CH2:7][CH2:6][CH2:5][N:4]([C:8]2[CH:16]=[CH:15][C:11]([C:12]([NH2:14])=[O:13])=[C:10]([NH:17][C:18]3[CH:23]=[CH:22][C:21]([C:24]([N:26]4[CH2:31][CH2:30][O:29][CH2:28][CH2:27]4)=[O:25])=[CH:20][CH:19]=3)[N:9]=2)[CH2:3]1.Br[CH2:33][CH2:34][CH2:35][C:36](OCC)=[O:37].C([O-])([O-])=O.[Cs+].[Cs+]. Product: [N:26]1([C:24]([C:21]2[CH:20]=[CH:19][C:18]([NH:17][C:10]3[N:9]=[C:8]([N:4]4[CH2:5][CH2:6][CH2:7][C@@H:2]([N:1]5[CH2:33][CH2:34][CH2:35][C:36]5=[O:37])[CH2:3]4)[CH:16]=[CH:15][C:11]=3[C:12]([NH2:14])=[O:13])=[CH:23][CH:22]=2)=[O:25])[CH2:31][CH2:30][O:29][CH2:28][CH2:27]1. The catalyst class is: 39. (3) Reactant: [CH3:1][Li].CON(C)[C:6]([C:8]1[N:9]=[CH:10][N:11]([CH3:13])[CH:12]=1)=[O:7]. Product: [C:6]([C:8]1[N:9]=[CH:10][N:11]([CH3:13])[CH:12]=1)(=[O:7])[CH3:1]. The catalyst class is: 7.